This data is from Peptide-MHC class I binding affinity with 185,985 pairs from IEDB/IMGT. The task is: Regression. Given a peptide amino acid sequence and an MHC pseudo amino acid sequence, predict their binding affinity value. This is MHC class I binding data. (1) The peptide sequence is VTNRHEEKF. The MHC is HLA-B27:05 with pseudo-sequence HLA-B27:05. The binding affinity (normalized) is 0.213. (2) The peptide sequence is VMAPRTLVL. The MHC is HLA-B45:06 with pseudo-sequence HLA-B45:06. The binding affinity (normalized) is 0.213.